Dataset: Full USPTO retrosynthesis dataset with 1.9M reactions from patents (1976-2016). Task: Predict the reactants needed to synthesize the given product. (1) Given the product [CH3:22][C:21]1[CH:20]=[CH:19][C:15]([C:16]2[O:18][N:66]=[C:58]([C:59]3[CH:64]=[CH:63][CH:62]=[C:61]([CH3:65])[N:60]=3)[N:57]=2)=[CH:14][C:13]=1[NH:12][C:10]([C:3]1[N:4]2[CH:9]=[CH:8][CH:7]=[CH:6][C:5]2=[N:1][CH:2]=1)=[O:11], predict the reactants needed to synthesize it. The reactants are: [N:1]1[CH:2]=[C:3]([C:10]([NH:12][C:13]2[CH:14]=[C:15]([CH:19]=[CH:20][C:21]=2[CH3:22])[C:16]([OH:18])=O)=[O:11])[N:4]2[CH:9]=[CH:8][CH:7]=[CH:6][C:5]=12.CCN(C(C)C)C(C)C.CN(C(ON1N=NC2C=CC=NC1=2)=[N+](C)C)C.F[P-](F)(F)(F)(F)F.O[N:57]=[C:58]([NH2:66])[C:59]1[CH:64]=[CH:63][CH:62]=[C:61]([CH3:65])[N:60]=1. (2) The reactants are: [Cl:1][C:2]1[CH:12]=[CH:11][C:5]([CH:6]=[CH:7][C:8]([OH:10])=O)=[CH:4][CH:3]=1.C(N(CC)CC)C.C(Cl)(=O)C(C)(C)C.[CH2:27]([C@H:34]1[CH2:38][O:37][C:36](=[O:39])[NH:35]1)[C:28]1[CH:33]=[CH:32][CH:31]=[CH:30][CH:29]=1.[Cl-].[Li+]. Given the product [CH2:27]([C@H:34]1[CH2:38][O:37][C:36](=[O:39])[N:35]1[C:8](=[O:10])/[CH:7]=[CH:6]/[C:5]1[CH:4]=[CH:3][C:2]([Cl:1])=[CH:12][CH:11]=1)[C:28]1[CH:29]=[CH:30][CH:31]=[CH:32][CH:33]=1, predict the reactants needed to synthesize it. (3) Given the product [CH2:9]([N:13]1[CH:18]=[CH:17][C:16]([OH:19])=[C:15]([Cl:1])[C:14]1=[O:20])[CH2:10][CH2:11][CH3:12], predict the reactants needed to synthesize it. The reactants are: [Cl:1]N1C(=O)CCC1=O.[CH2:9]([N:13]1[CH:18]=[CH:17][C:16]([OH:19])=[CH:15][C:14]1=[O:20])[CH2:10][CH2:11][CH3:12].C1(CN2C=CC(O)=CC2=O)CC1. (4) Given the product [C:2]([C:34]1[C:35]([N:37]2[CH2:38][CH2:39][CH:40]([N:43]3[CH2:49][CH2:48][C:47]4[CH:50]=[C:51]([O:54][CH3:55])[CH:52]=[CH:53][C:46]=4[NH:45][C:44]3=[O:56])[CH2:41][CH2:42]2)=[CH:36][C:31]([C:29]([N:25]2[C:26]3[C:22](=[CH:21][C:20]([F:19])=[CH:28][CH:27]=3)[CH2:23][CH2:24]2)=[O:30])=[N:32][CH:33]=1)#[CH:3], predict the reactants needed to synthesize it. The reactants are: [F-].[CH2:2]([N+](CCCC)(CCCC)CCCC)[CH2:3]CC.[F:19][C:20]1[CH:21]=[C:22]2[C:26](=[CH:27][CH:28]=1)[N:25]([C:29]([C:31]1[CH:36]=[C:35]([N:37]3[CH2:42][CH2:41][CH:40]([N:43]4[CH2:49][CH2:48][C:47]5[CH:50]=[C:51]([O:54][CH3:55])[CH:52]=[CH:53][C:46]=5[NH:45][C:44]4=[O:56])[CH2:39][CH:38]3C#C)[C:34]([Si](C)(C)C)=[CH:33][N:32]=1)=[O:30])[CH2:24][CH2:23]2.Cl. (5) Given the product [CH3:16][O:17][C:18]1[CH:27]=[C:26]2[C:21]([N:22]=[CH:23][C:24]([S:28][CH2:29][CH2:30][N:31]3[CH2:32][CH2:33][CH:34]([NH:37][C:13]([C:12]4[C:2]([Cl:1])=[CH:3][C:4]5[S:9][CH2:8][C:7](=[O:10])[NH:6][C:5]=5[CH:11]=4)=[O:15])[CH2:35][CH2:36]3)=[N:25]2)=[CH:20][CH:19]=1, predict the reactants needed to synthesize it. The reactants are: [Cl:1][C:2]1[C:12]([C:13]([OH:15])=O)=[CH:11][C:5]2[NH:6][C:7](=[O:10])[CH2:8][S:9][C:4]=2[CH:3]=1.[CH3:16][O:17][C:18]1[CH:27]=[C:26]2[C:21]([N:22]=[CH:23][C:24]([S:28][CH2:29][CH2:30][N:31]3[CH2:36][CH2:35][CH:34]([NH2:37])[CH2:33][CH2:32]3)=[N:25]2)=[CH:20][CH:19]=1. (6) Given the product [CH3:1][N:2]([CH:4]=[C:12]([C:11](=[O:18])[CH:10]([CH3:9])[CH3:19])[C:13]([O:15][CH2:16][CH3:17])=[O:14])[CH3:3], predict the reactants needed to synthesize it. The reactants are: [CH3:1][N:2]([CH:4](OC)OC)[CH3:3].[CH3:9][CH:10]([CH3:19])[C:11](=[O:18])[CH2:12][C:13]([O:15][CH2:16][CH3:17])=[O:14]. (7) Given the product [F:25][C:16]1[C:15]2[O:2][C:1]([C:3]3[C:11]4[C:6](=[CH:7][CH:8]=[CH:9][CH:10]=4)[N:5]([CH3:12])[CH:4]=3)=[N:13][C:14]=2[CH:19]=[CH:18][C:17]=1[CH2:20][C:21]([O:23][CH3:24])=[O:22], predict the reactants needed to synthesize it. The reactants are: [CH:1]([C:3]1[C:11]2[C:6](=[CH:7][CH:8]=[CH:9][CH:10]=2)[N:5]([CH3:12])[CH:4]=1)=[O:2].[NH2:13][C:14]1[CH:19]=[CH:18][C:17]([CH2:20][C:21]([O:23][CH3:24])=[O:22])=[C:16]([F:25])[C:15]=1O.C(O)(=O)C.C(O)(=O)C.IC1C=CC=CC=1.